Dataset: Reaction yield outcomes from USPTO patents with 853,638 reactions. Task: Predict the reaction yield, written as a fraction of the theoretical maximum amount of product (1.0 means a 100% yield; for example, 0.34 means a 34% yield). (1) The reactants are [NH2:1][C:2]1[CH:7]=[CH:6][C:5]([F:8])=[CH:4][C:3]=1[S:9]([NH2:12])(=[O:11])=[O:10].[F:13][C:14]1[C:19]([F:20])=[CH:18][CH:17]=[CH:16][C:15]=1[S:21](Cl)(=[O:23])=[O:22]. The catalyst is N1C=CC=CC=1. The product is [F:13][C:14]1[C:19]([F:20])=[CH:18][CH:17]=[CH:16][C:15]=1[S:21]([NH:1][C:2]1[CH:7]=[CH:6][C:5]([F:8])=[CH:4][C:3]=1[S:9](=[O:11])(=[O:10])[NH2:12])(=[O:23])=[O:22]. The yield is 0.460. (2) The reactants are [F:1][C:2]1[CH:21]=[CH:20][C:5]([C:6]([NH:8][C:9]2[C:18]([OH:19])=[CH:17][CH:16]=[CH:15][C:10]=2[C:11]([O:13][CH3:14])=[O:12])=O)=[CH:4][CH:3]=1.C1(C)C=CC(S(O)(=O)=O)=CC=1.C([O-])(O)=O.[Na+]. The catalyst is C1(C)C(C)=CC=CC=1. The product is [F:1][C:2]1[CH:21]=[CH:20][C:5]([C:6]2[O:19][C:18]3[C:9](=[C:10]([C:11]([O:13][CH3:14])=[O:12])[CH:15]=[CH:16][CH:17]=3)[N:8]=2)=[CH:4][CH:3]=1. The yield is 0.550. (3) The reactants are I[C:2]1[CH:7]=[CH:6][N:5]=[C:4]([N:8]2[C:12]3[CH2:13][CH2:14][CH2:15][C:11]=3[C:10]([C:16]([NH2:18])=[O:17])=[N:9]2)[CH:3]=1.[C:19]([C@:21]1([OH:28])[CH2:25][CH2:24][N:23]([CH3:26])[C:22]1=[O:27])#[CH:20]. No catalyst specified. The product is [OH:28][C@@:21]1([C:19]#[C:20][C:2]2[CH:7]=[CH:6][N:5]=[C:4]([N:8]3[C:12]4[CH2:13][CH2:14][CH2:15][C:11]=4[C:10]([C:16]([NH2:18])=[O:17])=[N:9]3)[CH:3]=2)[CH2:25][CH2:24][N:23]([CH3:26])[C:22]1=[O:27]. The yield is 0.110. (4) The reactants are [CH3:1][C:2]1[CH:12]=[CH:11][C:5]2[NH:6][C:7](=[O:10])[CH2:8][O:9][C:4]=2[CH:3]=1.C([O-])([O-])=O.[Cs+].[Cs+].[Cl:19][CH2:20][CH2:21][CH2:22]I. The catalyst is CCCCCCC.CCOC(C)=O. The product is [Cl:19][CH2:20][CH2:21][CH2:22][N:6]1[C:5]2[CH:11]=[CH:12][C:2]([CH3:1])=[CH:3][C:4]=2[O:9][CH2:8][C:7]1=[O:10]. The yield is 0.790. (5) The catalyst is CC(N(C)C)=O.CCOC(C)=O. The reactants are CN(C(ON1N=NC2C=CC=NC1=2)=[N+](C)C)C.F[P-](F)(F)(F)(F)F.[C:25]([O:29][C:30]([N:32]1[CH2:37][CH2:36][C:35]([C:41]#[N:42])([C:38]([OH:40])=O)[CH2:34][CH2:33]1)=[O:31])([CH3:28])([CH3:27])[CH3:26].CCN(C(C)C)C(C)C.[F:52][C:53]([F:62])([F:61])[C:54]1[CH:59]=[CH:58][N:57]=[C:56]([NH2:60])[CH:55]=1. The product is [C:41]([C:35]1([C:38](=[O:40])[NH:60][C:56]2[CH:55]=[C:54]([C:53]([F:61])([F:52])[F:62])[CH:59]=[CH:58][N:57]=2)[CH2:34][CH2:33][N:32]([C:30]([O:29][C:25]([CH3:26])([CH3:27])[CH3:28])=[O:31])[CH2:37][CH2:36]1)#[N:42]. The yield is 0.726. (6) The reactants are [CH:1]1([N:6]2[C:10]3[N:11]=[C:12]4[CH2:19][N:18](C(OC(C)(C)C)=O)[CH2:17][CH2:16][N:13]4[C:14](=[O:15])[C:9]=3[CH:8]=[N:7]2)[CH2:5][CH2:4][CH2:3][CH2:2]1. The catalyst is Cl.CO. The product is [CH:1]1([N:6]2[C:10]3[N:11]=[C:12]4[CH2:19][NH:18][CH2:17][CH2:16][N:13]4[C:14](=[O:15])[C:9]=3[CH:8]=[N:7]2)[CH2:5][CH2:4][CH2:3][CH2:2]1. The yield is 0.800. (7) The reactants are [NH2:1][CH2:2][CH:3]([NH:12][S:13]([C:16]1[CH:22]=[CH:21][C:19]([CH3:20])=[CH:18][CH:17]=1)(=[O:15])=[O:14])[CH2:4][C:5]1([OH:11])[CH2:10][CH2:9][CH2:8][CH2:7][CH2:6]1.C([O-])([O-])=O.[K+].[K+].[CH3:29][C:30]([O:33][C:34](O[C:34]([O:33][C:30]([CH3:32])([CH3:31])[CH3:29])=[O:35])=[O:35])([CH3:32])[CH3:31]. The catalyst is C1COCC1.O. The product is [OH:11][C:5]1([CH2:4][CH:3]([NH:12][S:13]([C:16]2[CH:22]=[CH:21][C:19]([CH3:20])=[CH:18][CH:17]=2)(=[O:15])=[O:14])[CH2:2][NH:1][C:34](=[O:35])[O:33][C:30]([CH3:32])([CH3:31])[CH3:29])[CH2:10][CH2:9][CH2:8][CH2:7][CH2:6]1. The yield is 0.910. (8) The catalyst is C(O)C.O. The yield is 0.920. The reactants are C([O:3][C:4]([CH:6]1[C:18]2[C:17]3[C:12](=[CH:13][CH:14]=[CH:15][CH:16]=3)[N:11]([CH2:19][CH2:20][O:21][CH2:22][C:23]3[CH:28]=[CH:27][CH:26]=[CH:25][CH:24]=3)[C:10]=2[CH2:9][CH2:8][CH2:7]1)=[O:5])C.[OH-].[Na+]. The product is [CH2:22]([O:21][CH2:20][CH2:19][N:11]1[C:10]2[CH2:9][CH2:8][CH2:7][CH:6]([C:4]([OH:5])=[O:3])[C:18]=2[C:17]2[C:12]1=[CH:13][CH:14]=[CH:15][CH:16]=2)[C:23]1[CH:28]=[CH:27][CH:26]=[CH:25][CH:24]=1. (9) The reactants are [OH:1][C:2]1[CH:7]=[C:6]([CH3:8])[CH:5]=[CH:4][C:3]=1[C:9](/[C:11](=[CH:19]\[C:20]1[CH:25]=[CH:24][CH:23]=[CH:22][CH:21]=1)/C(OC(C)(C)C)=O)=[O:10].C1(C)C=CC(S(O)(=O)=O)=CC=1. The catalyst is NC(N)=S.C1(C)C=CC=CC=1. The product is [CH3:8][C:6]1[CH:7]=[C:2]2[C:3]([C:9](=[O:10])[CH2:11][C@H:19]([C:20]3[CH:25]=[CH:24][CH:23]=[CH:22][CH:21]=3)[O:1]2)=[CH:4][CH:5]=1. The yield is 0.970.